From a dataset of Reaction yield outcomes from USPTO patents with 853,638 reactions. Predict the reaction yield, written as a fraction of the theoretical maximum amount of product (1.0 means a 100% yield; for example, 0.34 means a 34% yield). The reactants are C([O:14][C:15]1[C:24]2[N:23]=[CH:22][CH:21]=[CH:20][C:19]=2[C:18]([C:25](O)=[O:26])=[C:17]2[CH2:28][N:29]([CH2:32][C:33]3[CH:38]=[CH:37][C:36]([F:39])=[CH:35][CH:34]=3)[C:30](=[O:31])[C:16]=12)(C1C=CC=CC=1)C1C=CC=CC=1.[NH2:40][C:41]1[S:42][CH:43]=[N:44][N:45]=1.C(N(C(C)C)CC)(C)C.F[P-](F)(F)(F)(F)F.N1(OC(N(C)C)=[N+](C)C)C2N=CC=CC=2N=N1. The catalyst is CN(C)C=O. The product is [S:42]1[CH:43]=[N:44][N:45]=[C:41]1[NH:40][C:25]([C:18]1[C:19]2[CH:20]=[CH:21][CH:22]=[N:23][C:24]=2[C:15]([OH:14])=[C:16]2[C:30](=[O:31])[N:29]([CH2:32][C:33]3[CH:38]=[CH:37][C:36]([F:39])=[CH:35][CH:34]=3)[CH2:28][C:17]=12)=[O:26]. The yield is 0.400.